Dataset: Forward reaction prediction with 1.9M reactions from USPTO patents (1976-2016). Task: Predict the product of the given reaction. (1) Given the reactants [CH:1]1([C:7]2[C:8]3[CH:9]=[CH:10][C:11]([C:28]([O:30][CH3:31])=[O:29])=[CH:12][C:13]=3[N:14]3[C:21]=2[C:20]2[CH:22]=[CH:23][CH:24]=[CH:25][C:19]=2[O:18][CH2:17][CH:16]([CH2:26][OH:27])[CH2:15]3)[CH2:6][CH2:5][CH2:4][CH2:3][CH2:2]1, predict the reaction product. The product is: [CH:1]1([C:7]2[C:8]3[CH:9]=[CH:10][C:11]([C:28]([O:30][CH3:31])=[O:29])=[CH:12][C:13]=3[N:14]3[C:21]=2[C:20]2[CH:22]=[CH:23][CH:24]=[CH:25][C:19]=2[O:18][CH2:17][CH:16]([CH:26]=[O:27])[CH2:15]3)[CH2:2][CH2:3][CH2:4][CH2:5][CH2:6]1. (2) Given the reactants [Cl:1][C:2]1[CH:7]=[CH:6][C:5]([C:8]2[CH:9]=[C:10]([C:13]([NH:15][C:16]3[CH:21]=[CH:20][C:19]([O:22][CH2:23][C:24](=[O:30])[N:25]4[CH2:29][CH2:28][CH2:27][CH2:26]4)=[C:18]([O:31][CH3:32])[CH:17]=3)=[O:14])[NH:11][CH:12]=2)=[CH:4][CH:3]=1.Br[CH2:34][CH2:35]Br, predict the reaction product. The product is: [Cl:1][C:2]1[CH:7]=[CH:6][C:5]([C:8]2[CH:9]=[C:10]3[C:13](=[O:14])[N:15]([C:16]4[CH:21]=[CH:20][C:19]([O:22][CH2:23][C:24](=[O:30])[N:25]5[CH2:26][CH2:27][CH2:28][CH2:29]5)=[C:18]([O:31][CH3:32])[CH:17]=4)[CH2:35][CH2:34][N:11]3[CH:12]=2)=[CH:4][CH:3]=1. (3) Given the reactants [C:1]([SiH2:5][O:6][C:7]([CH3:16])([CH3:15])[C:8]1[CH:9]=[C:10]([OH:14])[CH:11]=[N:12][CH:13]=1)([CH3:4])([CH3:3])[CH3:2].C(N(CC)CC)C.[F:24][C:25]([F:38])([F:37])[S:26](O[S:26]([C:25]([F:38])([F:37])[F:24])(=[O:28])=[O:27])(=[O:28])=[O:27], predict the reaction product. The product is: [C:1]([SiH2:5][O:6][C:7]([CH3:16])([CH3:15])[C:8]1[CH:9]=[C:10]([O:14][S:26]([C:25]([F:38])([F:37])[F:24])(=[O:28])=[O:27])[CH:11]=[N:12][CH:13]=1)([CH3:4])([CH3:2])[CH3:3]. (4) Given the reactants FC(F)(F)C(O)=O.[C:8]([NH:16][C:17]1[CH:29]=[C:28]([N:30]2[C:34]3[CH:35]=[CH:36][CH:37]=[CH:38][C:33]=3[N:32]=[CH:31]2)[CH:27]=[CH:26][C:18]=1[C:19]([O:21]C(C)(C)C)=[O:20])(=[O:15])[C:9]1[CH:14]=[CH:13][CH:12]=[CH:11][CH:10]=1, predict the reaction product. The product is: [C:8]([NH:16][C:17]1[CH:29]=[C:28]([N:30]2[C:34]3[CH:35]=[CH:36][CH:37]=[CH:38][C:33]=3[N:32]=[CH:31]2)[CH:27]=[CH:26][C:18]=1[C:19]([OH:21])=[O:20])(=[O:15])[C:9]1[CH:10]=[CH:11][CH:12]=[CH:13][CH:14]=1.